From a dataset of NCI-60 drug combinations with 297,098 pairs across 59 cell lines. Regression. Given two drug SMILES strings and cell line genomic features, predict the synergy score measuring deviation from expected non-interaction effect. (1) Drug 1: C1CCN(CC1)CCOC2=CC=C(C=C2)C(=O)C3=C(SC4=C3C=CC(=C4)O)C5=CC=C(C=C5)O. Drug 2: C(=O)(N)NO. Cell line: OVCAR-4. Synergy scores: CSS=-2.30, Synergy_ZIP=1.71, Synergy_Bliss=1.25, Synergy_Loewe=-2.26, Synergy_HSA=-1.98. (2) Drug 1: C1CN1P(=S)(N2CC2)N3CC3. Drug 2: C1=NC(=NC(=O)N1C2C(C(C(O2)CO)O)O)N. Cell line: SF-268. Synergy scores: CSS=29.7, Synergy_ZIP=-2.53, Synergy_Bliss=4.66, Synergy_Loewe=-0.501, Synergy_HSA=3.18. (3) Drug 1: C1CNP(=O)(OC1)N(CCCl)CCCl. Drug 2: CC1C(C(CC(O1)OC2CC(CC3=C2C(=C4C(=C3O)C(=O)C5=C(C4=O)C(=CC=C5)OC)O)(C(=O)CO)O)N)O.Cl. Cell line: M14. Synergy scores: CSS=43.4, Synergy_ZIP=-1.06, Synergy_Bliss=-1.15, Synergy_Loewe=-55.0, Synergy_HSA=-1.44. (4) Synergy scores: CSS=33.6, Synergy_ZIP=15.0, Synergy_Bliss=13.7, Synergy_Loewe=-14.2, Synergy_HSA=0.276. Drug 2: C1=CC(=CC=C1CCC2=CNC3=C2C(=O)NC(=N3)N)C(=O)NC(CCC(=O)O)C(=O)O. Cell line: SW-620. Drug 1: CCCS(=O)(=O)NC1=C(C(=C(C=C1)F)C(=O)C2=CNC3=C2C=C(C=N3)C4=CC=C(C=C4)Cl)F. (5) Drug 1: CCN(CC)CCNC(=O)C1=C(NC(=C1C)C=C2C3=C(C=CC(=C3)F)NC2=O)C. Drug 2: C1CN(P(=O)(OC1)NCCCl)CCCl. Cell line: A549. Synergy scores: CSS=-3.43, Synergy_ZIP=2.38, Synergy_Bliss=-0.0105, Synergy_Loewe=-1.62, Synergy_HSA=-5.68.